From a dataset of Catalyst prediction with 721,799 reactions and 888 catalyst types from USPTO. Predict which catalyst facilitates the given reaction. (1) Reactant: [NH2:1][C:2]1[CH:3]=[N:4][CH:5]=[CH:6][CH:7]=1.C(N(CC)CC)C.[Cl-].ClC1N(C)CC[NH+]1C.[CH3:24][O:25][C:26]1[C:27](=[O:50])[C:28]([CH3:49])=[C:29]([CH2:35][C:36]2[CH:37]=[CH:38][C:39]([O:45]C(=O)C)=[C:40]([CH:44]=2)[C:41](O)=[O:42])[C:30](=[O:34])[C:31]=1[O:32][CH3:33]. Product: [N:4]1[CH:5]=[CH:6][CH:7]=[C:2]([NH:1][C:41](=[O:42])[C:40]2[CH:44]=[C:36]([CH2:35][C:29]3[C:30](=[O:34])[C:31]([O:32][CH3:33])=[C:26]([O:25][CH3:24])[C:27](=[O:50])[C:28]=3[CH3:49])[CH:37]=[CH:38][C:39]=2[OH:45])[CH:3]=1. The catalyst class is: 2. (2) Reactant: [Br:1][C:2]1[S:3][CH:4]=[C:5]([C:7]([OH:9])=O)[N:6]=1.C(N1CCOCC1)C.[B-](F)(F)(F)F.CCOC(C(C#N)=NOC(N(C)C)=[N+](C)C)=O.[NH2:40][CH:41]([C:47]1[CH:52]=[CH:51][CH:50]=[CH:49][C:48]=1[CH3:53])[CH2:42][C:43]([O:45][CH3:46])=[O:44]. Product: [CH3:46][O:45][C:43](=[O:44])[CH2:42][CH:41]([NH:40][C:7]([C:5]1[N:6]=[C:2]([Br:1])[S:3][CH:4]=1)=[O:9])[C:47]1[CH:52]=[CH:51][CH:50]=[CH:49][C:48]=1[CH3:53]. The catalyst class is: 3. (3) Product: [NH2:1][C:2]1[CH:3]=[CH:4][C:5]2[N:9]=[CH:8][N:7]([CH:10]([C:17]3[CH:18]=[CH:19][CH:20]=[CH:21][CH:22]=3)[CH2:11][C:12]([OH:14])=[O:13])[C:6]=2[CH:23]=1. The catalyst class is: 33. Reactant: [NH2:1][C:2]1[CH:3]=[CH:4][C:5]2[N:9]=[CH:8][N:7]([CH:10]([C:17]3[CH:22]=[CH:21][CH:20]=[CH:19][CH:18]=3)[CH2:11][C:12]([O:14]CC)=[O:13])[C:6]=2[CH:23]=1. (4) Reactant: [CH2:1]([O:3][C:4]1[CH:9]=[CH:8][CH:7]=[CH:6][C:5]=1[C:10]1([OH:21])[C:18]2[C:13](=[CH:14][CH:15]=[C:16](I)[CH:17]=2)[NH:12][C:11]1=[O:20])[CH3:2].[CH3:22][N:23](C=O)C. Product: [C:22]([C:16]1[CH:17]=[C:18]2[C:13](=[CH:14][CH:15]=1)[NH:12][C:11](=[O:20])[C:10]2([C:5]1[CH:6]=[CH:7][CH:8]=[CH:9][C:4]=1[O:3][CH2:1][CH3:2])[OH:21])#[N:23]. The catalyst class is: 267. (5) Reactant: [CH3:1][C:2]([O:5][C:6]([N:8]1[CH2:13][CH2:12][CH:11]([C:14]#[N:15])[CH2:10][CH2:9]1)=[O:7])([CH3:4])[CH3:3].C([N-]C(C)C)(C)C.[Li+].[F:24][C:25]1[CH:32]=[CH:31][C:28]([CH2:29]Br)=[CH:27][CH:26]=1. Product: [CH3:4][C:2]([O:5][C:6]([N:8]1[CH2:13][CH2:12][C:11]([C:14]#[N:15])([CH2:29][C:28]2[CH:31]=[CH:32][C:25]([F:24])=[CH:26][CH:27]=2)[CH2:10][CH2:9]1)=[O:7])([CH3:1])[CH3:3]. The catalyst class is: 7. (6) Reactant: [C:1]([O:5][C:6]([NH:8][CH:9]([CH2:15][CH3:16])[CH:10]([OH:14])[C:11]([OH:13])=O)=[O:7])([CH3:4])([CH3:3])[CH3:2].C(Cl)CCl.C1C=CC2N(O)N=NC=2C=1.O[NH:32][C:33](=[NH:40])[C:34]1[CH:39]=[CH:38][CH:37]=[CH:36][CH:35]=1.CN1CCOCC1. Product: [C:1]([O:5][C:6]([NH:8][CH:9]([CH2:15][CH3:16])[C@@H:10]([C:11]1[O:13][N:40]=[C:33]([C:34]2[CH:39]=[CH:38][CH:37]=[CH:36][CH:35]=2)[N:32]=1)[OH:14])=[O:7])([CH3:2])([CH3:3])[CH3:4]. The catalyst class is: 4. (7) Reactant: [CH3:1][S:2][C:3]1[CH:8]=[CH:7][C:6]([NH2:9])=[CH:5][CH:4]=1.[C:10](O[C:10]([O:12][C:13]([CH3:16])([CH3:15])[CH3:14])=[O:11])([O:12][C:13]([CH3:16])([CH3:15])[CH3:14])=[O:11]. Product: [CH3:1][S:2][C:3]1[CH:8]=[CH:7][C:6]([NH:9][C:10](=[O:11])[O:12][C:13]([CH3:16])([CH3:15])[CH3:14])=[CH:5][CH:4]=1. The catalyst class is: 49.